This data is from Reaction yield outcomes from USPTO patents with 853,638 reactions. The task is: Predict the reaction yield, written as a fraction of the theoretical maximum amount of product (1.0 means a 100% yield; for example, 0.34 means a 34% yield). The reactants are [F:1][C:2]1[CH:7]=[CH:6][C:5]([C:8]2[C:9]([N:14]3[CH2:19][CH2:18][NH:17][CH2:16][CH2:15]3)=[N:10][CH:11]=[CH:12][N:13]=2)=[CH:4][CH:3]=1.[CH2:20]([N:22]1[C:26]([CH3:27])=[C:25]([CH:28]=O)[CH:24]=[N:23]1)[CH3:21].C(O[BH-](OC(=O)C)OC(=O)C)(=O)C.[Na+].[Cl:44]CCCl. No catalyst specified. The product is [ClH:44].[CH2:20]([N:22]1[C:26]([CH3:27])=[C:25]([CH2:28][N:17]2[CH2:16][CH2:15][N:14]([C:9]3[C:8]([C:5]4[CH:6]=[CH:7][C:2]([F:1])=[CH:3][CH:4]=4)=[N:13][CH:12]=[CH:11][N:10]=3)[CH2:19][CH2:18]2)[CH:24]=[N:23]1)[CH3:21]. The yield is 0.550.